This data is from NCI-60 drug combinations with 297,098 pairs across 59 cell lines. The task is: Regression. Given two drug SMILES strings and cell line genomic features, predict the synergy score measuring deviation from expected non-interaction effect. (1) Drug 1: CC1=C2C(C(=O)C3(C(CC4C(C3C(C(C2(C)C)(CC1OC(=O)C(C(C5=CC=CC=C5)NC(=O)OC(C)(C)C)O)O)OC(=O)C6=CC=CC=C6)(CO4)OC(=O)C)OC)C)OC. Drug 2: C1=NC2=C(N=C(N=C2N1C3C(C(C(O3)CO)O)F)Cl)N. Cell line: PC-3. Synergy scores: CSS=46.4, Synergy_ZIP=6.38, Synergy_Bliss=3.83, Synergy_Loewe=-9.86, Synergy_HSA=9.49. (2) Drug 2: CC1=C(C(=CC=C1)Cl)NC(=O)C2=CN=C(S2)NC3=CC(=NC(=N3)C)N4CCN(CC4)CCO. Synergy scores: CSS=12.5, Synergy_ZIP=-4.83, Synergy_Bliss=-2.78, Synergy_Loewe=-0.634, Synergy_HSA=-0.163. Cell line: M14. Drug 1: C1CN1P(=S)(N2CC2)N3CC3.